Dataset: Full USPTO retrosynthesis dataset with 1.9M reactions from patents (1976-2016). Task: Predict the reactants needed to synthesize the given product. (1) Given the product [ClH:44].[O:1]=[C:2]1[C:6](=[CH:7][C:8]2[CH:13]=[CH:12][CH:11]=[C:10]([O:14][CH2:15][CH2:16][NH2:17])[CH:9]=2)[S:5][C:4](=[S:25])[N:3]1[NH:26][C:27]1[C:31]2[CH:32]=[CH:33][CH:34]=[CH:35][C:30]=2[S:29](=[O:37])(=[O:36])[N:28]=1, predict the reactants needed to synthesize it. The reactants are: [O:1]=[C:2]1[C:6](=[CH:7][C:8]2[CH:13]=[CH:12][CH:11]=[C:10]([O:14][CH2:15][CH2:16][NH:17]C(OC(C)(C)C)=O)[CH:9]=2)[S:5][C:4](=[S:25])[N:3]1[NH:26][C:27]1[C:31]2[CH:32]=[CH:33][CH:34]=[CH:35][C:30]=2[S:29](=[O:37])(=[O:36])[N:28]=1.C(OCC)(=O)C.[ClH:44]. (2) The reactants are: Br[CH:2]1[CH2:8][CH2:7][O:6][C:5]2[CH:9]=[C:10]([N:13]3[CH2:17][C@H:16]([CH2:18][NH:19][C:20](=[O:22])[CH3:21])[O:15][C:14]3=[O:23])[CH:11]=[CH:12][C:4]=2[C:3]1=O.[CH2:25]([NH:27][C:28](=S)[NH:29][NH2:30])[CH3:26]. Given the product [CH2:25]([NH:27][C:28]1[C:2]2[CH2:8][CH2:7][O:6][C:5]3[CH:9]=[C:10]([N:13]4[CH2:17][C@H:16]([CH2:18][NH:19][C:20](=[O:22])[CH3:21])[O:15][C:14]4=[O:23])[CH:11]=[CH:12][C:4]=3[C:3]=2[NH:30][N:29]=1)[CH3:26], predict the reactants needed to synthesize it. (3) Given the product [C:2]([C:6]1[O:10][N:9]=[C:8]([NH:11][C:12](=[O:35])[NH:13][C:14]2[CH:19]=[CH:18][C:17]([NH:20][C:21](=[O:34])[C:22]3[CH:27]=[CH:26][C:25]([O:28][CH:29]4[CH2:33][CH2:32][N:31]([CH2:41][CH2:40][S:37]([CH3:36])(=[O:39])=[O:38])[CH2:30]4)=[CH:24][N:23]=3)=[CH:16][CH:15]=2)[CH:7]=1)([CH3:5])([CH3:3])[CH3:4], predict the reactants needed to synthesize it. The reactants are: Cl.[C:2]([C:6]1[O:10][N:9]=[C:8]([NH:11][C:12](=[O:35])[NH:13][C:14]2[CH:19]=[CH:18][C:17]([NH:20][C:21](=[O:34])[C:22]3[CH:27]=[CH:26][C:25]([O:28][CH:29]4[CH2:33][CH2:32][NH:31][CH2:30]4)=[CH:24][N:23]=3)=[CH:16][CH:15]=2)[CH:7]=1)([CH3:5])([CH3:4])[CH3:3].[CH3:36][S:37]([CH:40]=[CH2:41])(=[O:39])=[O:38]. (4) Given the product [Cl:1][C:2]1[CH:3]=[C:4]([CH2:5][NH:6][C:16](=[O:17])[O:15][C:12]([CH3:14])([CH3:13])[CH3:11])[C:7]([F:10])=[CH:8][N:9]=1, predict the reactants needed to synthesize it. The reactants are: [Cl:1][C:2]1[CH:3]=[C:4]([C:7]([F:10])=[CH:8][N:9]=1)[C:5]#[N:6].[CH3:11][C:12]([O:15][C:16](O[C:16]([O:15][C:12]([CH3:14])([CH3:13])[CH3:11])=[O:17])=[O:17])([CH3:14])[CH3:13].NCCNCCN. (5) Given the product [F:15][C:16]1[CH:17]=[CH:18][C:19]([CH:20]=[C:21]2[CH2:22][CH2:23][N:24]([C:10]([C:8]3[NH:7][C:6]4[CH:13]=[C:2]([OH:1])[CH:3]=[CH:4][C:5]=4[N:9]=3)=[O:12])[CH2:25][CH2:26]2)=[CH:27][CH:28]=1, predict the reactants needed to synthesize it. The reactants are: [OH:1][C:2]1[CH:3]=[CH:4][C:5]2[N:9]=[C:8]([C:10]([OH:12])=O)[NH:7][C:6]=2[CH:13]=1.Cl.[F:15][C:16]1[CH:28]=[CH:27][C:19]([CH:20]=[C:21]2[CH2:26][CH2:25][NH:24][CH2:23][CH2:22]2)=[CH:18][CH:17]=1. (6) The reactants are: [NH2:1][C:2]1[C:3]2[C:10](I)=[CH:9][N:8]([C@@H:12]3[O:18][C@H:17]([CH2:19][OH:20])[C@@H:15]([OH:16])[C@H:13]3[OH:14])[C:4]=2[N:5]=[CH:6][N:7]=1.[C:21]([O:25][CH3:26])(=[O:24])[CH:22]=[CH2:23].[CH2:27](N(CC)CC)C.C(Cl)Cl.CO. Given the product [NH2:1][C:2]1[C:3]2[C:10]([CH:23]=[CH:22][C:21]([O:25][CH3:26])=[O:24])=[CH:9][N:8]([C@@H:12]3[O:18][C@H:17]([CH2:19][OH:20])[C@@H:15]([OH:16])[C@@:13]3([CH3:27])[OH:14])[C:4]=2[N:5]=[CH:6][N:7]=1, predict the reactants needed to synthesize it. (7) Given the product [C:6]([C:5]([C:21]1[N:20]=[C:19]2[C:18]3[CH:17]=[CH:16][CH:15]=[CH:14][C:13]=3[C:12](=[O:11])[C:24]2=[N:23][C:22]=1[C:25]#[N:26])=[C:4]([O:3][CH2:1][CH3:2])[OH:8])#[N:7], predict the reactants needed to synthesize it. The reactants are: [CH2:1]([O:3][C:4](=[O:8])[CH2:5][C:6]#[N:7])[CH3:2].[H-].[Na+].[O:11]=[C:12]1[C:24]2[C:19](=[N:20][C:21](C#N)=[C:22]([C:25]#[N:26])[N:23]=2)[C:18]2[CH:17]=[CH:16][CH:15]=[CH:14][C:13]1=2.CO.